This data is from Full USPTO retrosynthesis dataset with 1.9M reactions from patents (1976-2016). The task is: Predict the reactants needed to synthesize the given product. (1) Given the product [CH2:65]([N:67]([CH2:68][CH3:69])[CH2:5][CH2:6][NH:7][C:8]1[CH:13]=[CH:12][CH:11]=[CH:10][C:9]=1[S:14]([CH2:17][C:18]1[C:23]([C:24]([O:26][CH3:27])=[O:25])=[C:22]([O:28][CH3:29])[C:21]([C:30]2[CH:34]=[CH:33][O:32][CH:31]=2)=[CH:20][CH:19]=1)(=[O:16])=[O:15])[CH3:66], predict the reactants needed to synthesize it. The reactants are: C(N(CC)C[CH2:5][CH2:6][NH:7][C:8]1[CH:13]=[CH:12][CH:11]=[CH:10][C:9]=1[S:14]([CH2:17][C:18]1[C:23]([C:24]([O:26][CH3:27])=[O:25])=[C:22]([O:28][CH3:29])[C:21]([C:30]2[CH:34]=[CH:33][O:32][CH:31]=2)=[CH:20][CH:19]=1)(=[O:16])=[O:15])C.FC1C=CC=CC=1S(CC1C(C(OC)=O)=C(OC)C(C2C=COC=2)=CC=1)(=O)=O.[CH2:65]([N:67](CC)[CH2:68][CH2:69]N)[CH3:66]. (2) Given the product [CH3:20][N:21]1[CH:25]=[CH:24][N:23]=[C:22]1[CH2:26][N:1]1[CH2:6][CH2:5][CH:4]([O:7][C:8]2[CH:13]=[CH:12][CH:11]=[CH:10][C:9]=2[C:14]2[CH:19]=[CH:18][N:17]=[CH:16][CH:15]=2)[CH2:3][CH2:2]1, predict the reactants needed to synthesize it. The reactants are: [NH:1]1[CH2:6][CH2:5][CH:4]([O:7][C:8]2[CH:13]=[CH:12][CH:11]=[CH:10][C:9]=2[C:14]2[CH:19]=[CH:18][N:17]=[CH:16][CH:15]=2)[CH2:3][CH2:2]1.[CH3:20][N:21]1[CH:25]=[CH:24][N:23]=[C:22]1[CH:26]=O.C(O[BH-](OC(=O)C)OC(=O)C)(=O)C.[Na+].C(=O)([O-])[O-].[Na+].[Na+]. (3) Given the product [F:25][C:4]1[C:5]2[N:6]([C:8]([CH2:11][O:12][C:13]3[C:22]4[C:17](=[CH:18][C:19]([O:23][CH3:24])=[CH:20][CH:21]=4)[N:16]=[CH:15][CH:14]=3)=[N:9][N:10]=2)[CH:7]=[C:2]([C:64]2[S:63][N:62]=[C:61]([CH3:60])[CH:65]=2)[CH:3]=1, predict the reactants needed to synthesize it. The reactants are: Cl[C:2]1[CH:3]=[C:4]([F:25])[C:5]2[N:6]([C:8]([CH2:11][O:12][C:13]3[C:22]4[C:17](=[CH:18][C:19]([O:23][CH3:24])=[CH:20][CH:21]=4)[N:16]=[CH:15][CH:14]=3)=[N:9][N:10]=2)[CH:7]=1.CC(C1C=C(C(C)C)C(C2C=CC=CC=2P(C2CCCCC2)C2CCCCC2)=C(C(C)C)C=1)C.[CH3:60][C:61]1[CH:65]=[C:64]([Sn](C)(C)C)[S:63][N:62]=1.